This data is from Catalyst prediction with 721,799 reactions and 888 catalyst types from USPTO. The task is: Predict which catalyst facilitates the given reaction. Reactant: [CH:1]1([C:4]2[C:5]([N:24]([C:29]3[CH:30]=[CH:31][C:32]([N+:39]([O-])=O)=[C:33]([CH:38]=3)[C:34]([O:36][CH3:37])=[O:35])[S:25]([CH3:28])(=[O:27])=[O:26])=[CH:6][C:7]3[O:11][C:10]([C:12]4[CH:17]=[CH:16][C:15]([F:18])=[CH:14][CH:13]=4)=[C:9]([C:19](=[O:22])[NH:20][CH3:21])[C:8]=3[CH:23]=2)[CH2:3][CH2:2]1. Product: [NH2:39][C:32]1[CH:31]=[CH:30][C:29]([N:24]([C:5]2[C:4]([CH:1]3[CH2:3][CH2:2]3)=[CH:23][C:8]3[C:9]([C:19](=[O:22])[NH:20][CH3:21])=[C:10]([C:12]4[CH:13]=[CH:14][C:15]([F:18])=[CH:16][CH:17]=4)[O:11][C:7]=3[CH:6]=2)[S:25]([CH3:28])(=[O:27])=[O:26])=[CH:38][C:33]=1[C:34]([O:36][CH3:37])=[O:35]. The catalyst class is: 19.